Dataset: Catalyst prediction with 721,799 reactions and 888 catalyst types from USPTO. Task: Predict which catalyst facilitates the given reaction. (1) The catalyst class is: 54. Product: [Br:7][C:8]1[CH:13]=[CH:12][C:11]([C:14]2[O:23][C:17]3[N:18]=[CH:19][N:20]=[C:21]([N:34]4[CH2:35][CH2:36][N:31]([CH3:30])[CH2:32][CH2:33]4)[C:16]=3[C:15]=2[C:24]2[CH:29]=[CH:28][CH:27]=[CH:26][CH:25]=2)=[CH:10][CH:9]=1. Reactant: C(=O)([O-])[O-].[K+].[K+].[Br:7][C:8]1[CH:13]=[CH:12][C:11]([C:14]2[O:23][C:17]3[N:18]=[CH:19][N:20]=[C:21](Cl)[C:16]=3[C:15]=2[C:24]2[CH:29]=[CH:28][CH:27]=[CH:26][CH:25]=2)=[CH:10][CH:9]=1.[CH3:30][N:31]1[CH2:36][CH2:35][NH:34][CH2:33][CH2:32]1.O. (2) Reactant: [NH2:1][C:2]1[C:10]([O:11]C)=[CH:9][CH:8]=[C:7]2[C:3]=1[C:4](=[O:31])[N:5]([C@@H:14]([C:20]1[CH:25]=[CH:24][C:23]([O:26][CH3:27])=[C:22]([O:28][CH2:29][CH3:30])[CH:21]=1)[CH2:15][S:16]([CH3:19])(=[O:18])=[O:17])[C:6]2=[O:13].I[Si](C)(C)C. Product: [NH2:1][C:2]1[C:10]([OH:11])=[CH:9][CH:8]=[C:7]2[C:3]=1[C:4](=[O:31])[N:5]([C@@H:14]([C:20]1[CH:25]=[CH:24][C:23]([O:26][CH3:27])=[C:22]([O:28][CH2:29][CH3:30])[CH:21]=1)[CH2:15][S:16]([CH3:19])(=[O:17])=[O:18])[C:6]2=[O:13]. The catalyst class is: 448. (3) Reactant: [NH2:1][C:2](=[O:12])[CH2:3]P(=O)(OCC)OCC.[H-].[Na+].[F:15][C:16]1([F:34])[CH2:21][CH2:20][CH:19]([O:22][C:23]2[C:24]3[C:31]([CH:32]=O)=[CH:30][NH:29][C:25]=3[N:26]=[CH:27][N:28]=2)[CH2:18][CH2:17]1. Product: [F:34][C:16]1([F:15])[CH2:17][CH2:18][CH:19]([O:22][C:23]2[C:24]3[C:31]([CH:32]=[CH:3][C:2]([NH2:1])=[O:12])=[CH:30][NH:29][C:25]=3[N:26]=[CH:27][N:28]=2)[CH2:20][CH2:21]1. The catalyst class is: 3. (4) Reactant: [OH:1][C:2]1[CH:9]=[C:8]([O:10][CH3:11])[C:5]([CH:6]=[O:7])=[C:4]([O:12][CH3:13])[CH:3]=1.C1(P(C2C=CC=CC=2)C2C=CC=CC=2)C=CC=CC=1.[Br:33][C:34]1[C:35]([CH3:42])=[C:36]([CH2:40]O)[CH:37]=[CH:38][CH:39]=1.N(C(OC(C)C)=O)=NC(OC(C)C)=O. Product: [Br:33][C:34]1[C:35]([CH3:42])=[C:36]([CH:37]=[CH:38][CH:39]=1)[CH2:40][O:1][C:2]1[CH:3]=[C:4]([O:12][CH3:13])[C:5]([CH:6]=[O:7])=[C:8]([O:10][CH3:11])[CH:9]=1. The catalyst class is: 1. (5) Reactant: [CH3:1][C:2]1[CH:7]=[CH:6][CH:5]=[CH:4][C:3]=1[S:8]([N:11]1[C:15]([C:16]2[CH:21]=[CH:20][CH:19]=[CH:18][CH:17]=2)=[CH:14][C:13]([CH:22]=O)=[CH:12]1)(=[O:10])=[O:9].CO.[CH3:26][NH2:27].[BH4-].[Na+].[ClH:30].C(=O)([O-])O.[Na+]. Product: [ClH:30].[CH3:26][NH:27][CH2:22][C:13]1[CH:14]=[C:15]([C:16]2[CH:17]=[CH:18][CH:19]=[CH:20][CH:21]=2)[N:11]([S:8]([C:3]2[CH:4]=[CH:5][CH:6]=[CH:7][C:2]=2[CH3:1])(=[O:10])=[O:9])[CH:12]=1. The catalyst class is: 5. (6) Reactant: [OH2:1].[OH2:2].[C:3]1([CH3:13])[CH:8]=[CH:7][C:6](S(O)(=O)=O)=CC=1.[CH2:14]([OH:16])[CH3:15]. Product: [O:1]=[C:3]([CH2:8][CH2:7][CH3:6])[C:13]([O:16][CH2:14][CH3:15])=[O:2]. The catalyst class is: 11.